From a dataset of NCI-60 drug combinations with 297,098 pairs across 59 cell lines. Regression. Given two drug SMILES strings and cell line genomic features, predict the synergy score measuring deviation from expected non-interaction effect. (1) Drug 1: C1=CC(=C2C(=C1NCCNCCO)C(=O)C3=C(C=CC(=C3C2=O)O)O)NCCNCCO. Drug 2: CC1=C2C(C(=O)C3(C(CC4C(C3C(C(C2(C)C)(CC1OC(=O)C(C(C5=CC=CC=C5)NC(=O)C6=CC=CC=C6)O)O)OC(=O)C7=CC=CC=C7)(CO4)OC(=O)C)O)C)OC(=O)C. Cell line: OVCAR-4. Synergy scores: CSS=30.4, Synergy_ZIP=-11.0, Synergy_Bliss=-9.09, Synergy_Loewe=-7.75, Synergy_HSA=-5.20. (2) Drug 1: C1CN1P(=S)(N2CC2)N3CC3. Drug 2: CN(C(=O)NC(C=O)C(C(C(CO)O)O)O)N=O. Cell line: HCT116. Synergy scores: CSS=22.2, Synergy_ZIP=-0.0715, Synergy_Bliss=1.53, Synergy_Loewe=-11.8, Synergy_HSA=1.62. (3) Drug 1: C1=CC(=CC=C1CCC2=CNC3=C2C(=O)NC(=N3)N)C(=O)NC(CCC(=O)O)C(=O)O. Drug 2: C1=C(C(=O)NC(=O)N1)N(CCCl)CCCl. Cell line: MDA-MB-435. Synergy scores: CSS=6.58, Synergy_ZIP=-3.87, Synergy_Bliss=-2.72, Synergy_Loewe=-36.3, Synergy_HSA=-3.14. (4) Drug 1: CCC1(CC2CC(C3=C(CCN(C2)C1)C4=CC=CC=C4N3)(C5=C(C=C6C(=C5)C78CCN9C7C(C=CC9)(C(C(C8N6C)(C(=O)OC)O)OC(=O)C)CC)OC)C(=O)OC)O.OS(=O)(=O)O. Drug 2: CC1C(C(CC(O1)OC2CC(CC3=C2C(=C4C(=C3O)C(=O)C5=C(C4=O)C(=CC=C5)OC)O)(C(=O)CO)O)N)O.Cl. Cell line: UACC-257. Synergy scores: CSS=56.6, Synergy_ZIP=-1.68, Synergy_Bliss=2.85, Synergy_Loewe=4.76, Synergy_HSA=6.42. (5) Drug 1: CCC1=CC2CC(C3=C(CN(C2)C1)C4=CC=CC=C4N3)(C5=C(C=C6C(=C5)C78CCN9C7C(C=CC9)(C(C(C8N6C)(C(=O)OC)O)OC(=O)C)CC)OC)C(=O)OC.C(C(C(=O)O)O)(C(=O)O)O. Drug 2: C#CCC(CC1=CN=C2C(=N1)C(=NC(=N2)N)N)C3=CC=C(C=C3)C(=O)NC(CCC(=O)O)C(=O)O. Cell line: HL-60(TB). Synergy scores: CSS=10.6, Synergy_ZIP=-11.6, Synergy_Bliss=-20.9, Synergy_Loewe=-30.1, Synergy_HSA=-19.4. (6) Drug 1: CCC1=C2CN3C(=CC4=C(C3=O)COC(=O)C4(CC)O)C2=NC5=C1C=C(C=C5)O. Drug 2: N.N.Cl[Pt+2]Cl. Cell line: UACC-257. Synergy scores: CSS=31.4, Synergy_ZIP=-7.96, Synergy_Bliss=-2.51, Synergy_Loewe=-0.809, Synergy_HSA=0.443. (7) Drug 1: CC1=C2C(C(=O)C3(C(CC4C(C3C(C(C2(C)C)(CC1OC(=O)C(C(C5=CC=CC=C5)NC(=O)OC(C)(C)C)O)O)OC(=O)C6=CC=CC=C6)(CO4)OC(=O)C)OC)C)OC. Drug 2: C1CN(CCN1C(=O)CCBr)C(=O)CCBr. Cell line: M14. Synergy scores: CSS=50.3, Synergy_ZIP=1.71, Synergy_Bliss=2.83, Synergy_Loewe=-14.2, Synergy_HSA=2.58. (8) Drug 1: CCCS(=O)(=O)NC1=C(C(=C(C=C1)F)C(=O)C2=CNC3=C2C=C(C=N3)C4=CC=C(C=C4)Cl)F. Drug 2: CC12CCC3C(C1CCC2OP(=O)(O)O)CCC4=C3C=CC(=C4)OC(=O)N(CCCl)CCCl.[Na+]. Cell line: OVCAR3. Synergy scores: CSS=18.2, Synergy_ZIP=3.34, Synergy_Bliss=3.53, Synergy_Loewe=2.01, Synergy_HSA=2.07. (9) Drug 1: CN1C2=C(C=C(C=C2)N(CCCl)CCCl)N=C1CCCC(=O)O.Cl. Drug 2: C(CCl)NC(=O)N(CCCl)N=O. Cell line: PC-3. Synergy scores: CSS=15.5, Synergy_ZIP=-1.66, Synergy_Bliss=-0.151, Synergy_Loewe=3.04, Synergy_HSA=3.04. (10) Drug 1: CNC(=O)C1=CC=CC=C1SC2=CC3=C(C=C2)C(=NN3)C=CC4=CC=CC=N4. Drug 2: CC1=C(C=C(C=C1)NC(=O)C2=CC=C(C=C2)CN3CCN(CC3)C)NC4=NC=CC(=N4)C5=CN=CC=C5. Cell line: HOP-62. Synergy scores: CSS=1.06, Synergy_ZIP=-0.473, Synergy_Bliss=-0.00705, Synergy_Loewe=-2.60, Synergy_HSA=-2.59.